This data is from Catalyst prediction with 721,799 reactions and 888 catalyst types from USPTO. The task is: Predict which catalyst facilitates the given reaction. (1) Reactant: NC1SC(C2C(F)=CC=CC=2F)=NC=1C(NC1C=NN(C)C=1N1CCC(C(F)F)C(N)CC1)=O.[F:35][C:36]([F:59])([F:58])[C:37]([NH:39][C@H:40]1[CH:46]([CH:47]=[O:48])[CH2:45][CH2:44][N:43]([C:49]2[N:50]([CH3:57])[N:51]=[CH:52][C:53]=2[N+:54]([O-:56])=[O:55])[CH2:42][CH2:41]1)=[O:38].[BH4-].[Na+]. Product: [F:58][C:36]([F:35])([F:59])[C:37]([NH:39][C@H:40]1[CH:46]([CH2:47][OH:48])[CH2:45][CH2:44][N:43]([C:49]2[N:50]([CH3:57])[N:51]=[CH:52][C:53]=2[N+:54]([O-:56])=[O:55])[CH2:42][CH2:41]1)=[O:38]. The catalyst class is: 5. (2) Reactant: [CH3:1][C:2]1[C:7]([CH2:8][C:9]#[N:10])=[CH:6][CH:5]=[CH:4][CH:3]=1.[N+:11]([C:14]1[S:15][CH:16]=[CH:17][CH:18]=1)([O-])=[O:12].[OH-].[K+]. Product: [OH:12][N:11]=[C:14]1[S:15][C:16](=[C:8]([C:7]2[CH:6]=[CH:5][CH:4]=[CH:3][C:2]=2[CH3:1])[C:9]#[N:10])[CH:17]=[CH:18]1. The catalyst class is: 5. (3) Product: [C:28]([O:31][CH2:32][C:33]1[C:34]([N:48]2[CH2:59][CH2:58][N:57]3[C:50](=[CH:51][C:52]4[CH2:53][C:54]([CH3:61])([CH3:60])[CH2:55][C:56]=43)[C:49]2=[O:62])=[N:35][CH:36]=[CH:37][C:38]=1[C:2]1[CH:3]=[C:4]([NH:10][C:11]2[CH:16]=[N:15][C:14]([N:17]3[CH2:22][CH2:21][N:20]([CH:23]4[CH2:26][O:25][CH2:24]4)[CH2:19][C@@H:18]3[CH3:27])=[CH:13][N:12]=2)[C:5](=[O:9])[N:6]([CH3:8])[CH:7]=1)(=[O:30])[CH3:29]. The catalyst class is: 543. Reactant: Br[C:2]1[CH:3]=[C:4]([NH:10][C:11]2[CH:16]=[N:15][C:14]([N:17]3[CH2:22][CH2:21][N:20]([CH:23]4[CH2:26][O:25][CH2:24]4)[CH2:19][C@@H:18]3[CH3:27])=[CH:13][N:12]=2)[C:5](=[O:9])[N:6]([CH3:8])[CH:7]=1.[C:28]([O:31][CH2:32][C:33]1[C:34]([N:48]2[CH2:59][CH2:58][N:57]3[C:50](=[CH:51][C:52]4[CH2:53][C:54]([CH3:61])([CH3:60])[CH2:55][C:56]=43)[C:49]2=[O:62])=[N:35][CH:36]=[CH:37][C:38]=1B1OC(C)(C)C(C)(C)O1)(=[O:30])[CH3:29].C([O-])(=O)C.[Na+].[O-]P([O-])([O-])=O.[K+].[K+].[K+].